This data is from Buchwald-Hartwig C-N cross coupling reaction yields with 55,370 reactions. The task is: Predict the reaction yield, written as a fraction of the theoretical maximum amount of product (1.0 means a 100% yield; for example, 0.34 means a 34% yield). The reactants are Ic1cccnc1.Cc1ccc(N)cc1.O=S(=O)(O[Pd]1c2ccccc2-c2ccccc2N~1)C(F)(F)F.COc1ccc(OC)c(P([C@]23C[C@H]4C[C@H](C[C@H](C4)C2)C3)[C@]23C[C@H]4C[C@H](C[C@H](C4)C2)C3)c1-c1c(C(C)C)cc(C(C)C)cc1C(C)C.CN1CCCN2CCCN=C12.CCOC(=O)c1cc(OC)no1. No catalyst specified. The product is Cc1ccc(Nc2cccnc2)cc1. The yield is 0.852.